Dataset: Peptide-MHC class I binding affinity with 185,985 pairs from IEDB/IMGT. Task: Regression. Given a peptide amino acid sequence and an MHC pseudo amino acid sequence, predict their binding affinity value. This is MHC class I binding data. (1) The peptide sequence is ITCVVIPSK. The MHC is HLA-B15:01 with pseudo-sequence HLA-B15:01. The binding affinity (normalized) is 0.0847. (2) The peptide sequence is CSDETTLYY. The MHC is SLA-10401 with pseudo-sequence SLA-10401. The binding affinity (normalized) is 0.680. (3) The peptide sequence is RVIWMDAYK. The MHC is HLA-A33:01 with pseudo-sequence HLA-A33:01. The binding affinity (normalized) is 0.216.